This data is from Catalyst prediction with 721,799 reactions and 888 catalyst types from USPTO. The task is: Predict which catalyst facilitates the given reaction. (1) Reactant: [NH:1]([C:17]([O:19][C:20]([CH3:23])([CH3:22])[CH3:21])=[O:18])[C@H:2]([C:7]([O:9][CH2:10][C:11]1[CH:16]=[CH:15][CH:14]=[CH:13][CH:12]=1)=[O:8])[CH2:3][C:4](=[O:6])[OH:5].O[N:25]1[C:29](=[O:30])[CH2:28][CH2:27][C:26]1=[O:31].C1(N=C=NC2CCCCC2)CCCCC1. Product: [O:31]=[C:26]1[CH2:27][CH2:28][C:29](=[O:30])[N:25]1[O:6][C:4](=[O:5])[CH2:3][CH:2]([NH:1][C:17]([O:19][C:20]([CH3:23])([CH3:22])[CH3:21])=[O:18])[C:7]([O:9][CH2:10][C:11]1[CH:16]=[CH:15][CH:14]=[CH:13][CH:12]=1)=[O:8]. The catalyst class is: 25. (2) Reactant: Br[C:2]1[CH:3]=[C:4]([C:11]([F:14])([F:13])[F:12])[CH:5]=[C:6]2[C:10]=1[NH:9][CH:8]=[CH:7]2.[Li]CCCC.[C:20](=[O:22])=[O:21].O. Product: [F:12][C:11]([F:14])([F:13])[C:4]1[CH:5]=[C:6]2[C:10](=[C:2]([C:20]([OH:22])=[O:21])[CH:3]=1)[NH:9][CH:8]=[CH:7]2. The catalyst class is: 134. (3) Reactant: [Cl:1][C:2]1[CH:3]=[CH:4][C:5]([O:28][CH2:29][CH:30]([CH3:32])[CH3:31])=[C:6]([CH2:8][N:9]2[C:13]([CH3:14])=[CH:12][C:11]([C:15]([NH:17][C:18]3[CH:23]=[CH:22][C:21]([CH:24]=O)=[C:20]([O:26][CH3:27])[CH:19]=3)=[O:16])=[N:10]2)[CH:7]=1.[NH:33]1[CH2:38][CH2:37][CH:36]([OH:39])[CH2:35][CH2:34]1.C(O[BH-](OC(=O)C)OC(=O)C)(=O)C.[Na+].C(OCC)(=O)C. Product: [ClH:1].[Cl:1][C:2]1[CH:3]=[CH:4][C:5]([O:28][CH2:29][CH:30]([CH3:32])[CH3:31])=[C:6]([CH2:8][N:9]2[C:13]([CH3:14])=[CH:12][C:11]([C:15]([NH:17][C:18]3[CH:23]=[CH:22][C:21]([CH2:24][N:33]4[CH2:38][CH2:37][CH:36]([OH:39])[CH2:35][CH2:34]4)=[C:20]([O:26][CH3:27])[CH:19]=3)=[O:16])=[N:10]2)[CH:7]=1. The catalyst class is: 334.